Dataset: Forward reaction prediction with 1.9M reactions from USPTO patents (1976-2016). Task: Predict the product of the given reaction. (1) Given the reactants [Cl:1][C:2]1[CH:31]=[C:30]([Cl:32])[CH:29]=[CH:28][C:3]=1[O:4][C:5]1[CH:10]=[CH:9][CH:8]=[CH:7][C:6]=1[NH:11][S:12]([C:15]1[CH:27]=[CH:26][C:18]([C:19]([NH:21][CH2:22][C:23]([OH:25])=O)=[O:20])=[CH:17][CH:16]=1)(=[O:14])=[O:13].[CH:33]([N:36]([CH:40]([CH3:42])[CH3:41])[CH2:37][CH2:38][NH2:39])([CH3:35])[CH3:34], predict the reaction product. The product is: [Cl:1][C:2]1[CH:31]=[C:30]([Cl:32])[CH:29]=[CH:28][C:3]=1[O:4][C:5]1[CH:10]=[CH:9][CH:8]=[CH:7][C:6]=1[NH:11][S:12]([C:15]1[CH:16]=[CH:17][C:18]([C:19]([NH:21][CH2:22][C:23](=[O:25])[NH:39][CH2:38][CH2:37][N:36]([CH:40]([CH3:42])[CH3:41])[CH:33]([CH3:35])[CH3:34])=[O:20])=[CH:26][CH:27]=1)(=[O:14])=[O:13]. (2) Given the reactants [N:1]1([C:7]([C:20]2[S:21][CH:22]=[CH:23][CH:24]=2)([CH3:19])[C:8]([O:10][C@@H:11]2[CH:16]3[CH2:17][CH2:18][N:13]([CH2:14][CH2:15]3)[CH2:12]2)=[O:9])[CH2:6][CH2:5][CH2:4][CH2:3][CH2:2]1.[Br:25][CH2:26][C:27]([NH:29][C:30]1[CH:35]=[N:34][CH:33]=[C:32]([Cl:36])[N:31]=1)=[O:28], predict the reaction product. The product is: [Br-:25].[Cl:36][C:32]1[N:31]=[C:30]([NH:29][C:27](=[O:28])[CH2:26][N+:13]23[CH2:14][CH2:15][CH:16]([CH2:17][CH2:18]2)[C@@H:11]([O:10][C:8](=[O:9])[C:7]([N:1]2[CH2:2][CH2:3][CH2:4][CH2:5][CH2:6]2)([C:20]2[S:21][CH:22]=[CH:23][CH:24]=2)[CH3:19])[CH2:12]3)[CH:35]=[N:34][CH:33]=1. (3) Given the reactants [C:1]([N:8]([CH3:28])[CH:9]1[CH2:14][CH2:13][CH:12]([NH:15][CH2:16][C:17]2[CH:18]=[C:19](B(O)O)[CH:20]=[CH:21][C:22]=2[O:23][CH3:24])[CH2:11][CH2:10]1)([O:3][C:4]([CH3:7])([CH3:6])[CH3:5])=[O:2].Br[C:30]1[CH:35]=[CH:34][C:33]([N:36]([CH3:40])[C:37](=[O:39])[CH3:38])=[CH:32][CH:31]=1, predict the reaction product. The product is: [C:4]([O:3][C:1](=[O:2])[N:8]([CH:9]1[CH2:14][CH2:13][CH:12]([NH:15][CH2:16][C:17]2[CH:18]=[C:19]([C:30]3[CH:35]=[CH:34][C:33]([N:36]([C:37](=[O:39])[CH3:38])[CH3:40])=[CH:32][CH:31]=3)[CH:20]=[CH:21][C:22]=2[O:23][CH3:24])[CH2:11][CH2:10]1)[CH3:28])([CH3:7])([CH3:6])[CH3:5]. (4) Given the reactants [C:1]([O:5][C:6]([N:8]1[CH2:16][CH2:15][CH:11]([C:12]([OH:14])=O)[CH2:10][CH2:9]1)=[O:7])([CH3:4])([CH3:3])[CH3:2].C(OC(Cl)=O)C(C)C.[CH3:25][N:26]([CH3:30])[CH2:27][CH2:28][NH2:29], predict the reaction product. The product is: [C:1]([O:5][C:6]([N:8]1[CH2:9][CH2:10][CH:11]([C:12](=[O:14])[NH:29][CH2:28][CH2:27][N:26]([CH3:30])[CH3:25])[CH2:15][CH2:16]1)=[O:7])([CH3:2])([CH3:3])[CH3:4]. (5) The product is: [F:27][CH:26]([O:1][C:2]1[CH:3]=[C:4]2[C:9](=[CH:10][CH:11]=1)[CH:8]=[C:7]([CH:12]=[O:13])[CH:6]=[CH:5]2)[CH2:25][CH3:24]. Given the reactants [OH:1][C:2]1[CH:3]=[C:4]2[C:9](=[CH:10][CH:11]=1)[CH:8]=[C:7]([CH:12]=[O:13])[CH:6]=[CH:5]2.C(=O)([O-])[O-].[Cs+].[Cs+].S(C1C=CC(C)=CC=1)(O[CH2:24][CH2:25][CH2:26][F:27])(=O)=O, predict the reaction product. (6) Given the reactants [C:1]([O:4][C:5]1[CH:6]=[C:7]([CH:10]=[C:11]([O:13][C:14](=[O:16])[CH3:15])[CH:12]=1)[CH:8]=[CH2:9])(=[O:3])[CH3:2].[C:17]([O:20][C:21]1[CH:26]=[CH:25][C:24](O)=[C:23](Br)[CH:22]=1)(=[O:19])[CH3:18].C([O-])(O)=O.[Na+], predict the reaction product. The product is: [C:1]([O:4][C:5]1[CH:6]=[C:7](/[CH:8]=[CH:9]/[C:24]2[CH:25]=[CH:26][C:21]([O:20][C:17](=[O:19])[CH3:18])=[CH:22][CH:23]=2)[CH:10]=[C:11]([O:13][C:14](=[O:16])[CH3:15])[CH:12]=1)(=[O:3])[CH3:2].